This data is from Peptide-MHC class I binding affinity with 185,985 pairs from IEDB/IMGT. The task is: Regression. Given a peptide amino acid sequence and an MHC pseudo amino acid sequence, predict their binding affinity value. This is MHC class I binding data. The peptide sequence is GQVQLKKPY. The MHC is HLA-A02:03 with pseudo-sequence HLA-A02:03. The binding affinity (normalized) is 0.0847.